This data is from Forward reaction prediction with 1.9M reactions from USPTO patents (1976-2016). The task is: Predict the product of the given reaction. Given the reactants C(OC([NH:8][C:9]1[CH:14]=[CH:13][C:12]([C@H:15]([N:19]([CH:21]([CH3:23])[CH3:22])[CH3:20])[C:16]([OH:18])=O)=[CH:11][CH:10]=1)=O)(C)(C)C.ON1[C:29]2[N:30]=[CH:31]C=CC=2N=N1.Cl.CN(C)CCCN=C=NCC.CNC.C1COCC1.C(=O)([O-])[O-].[K+].[K+], predict the reaction product. The product is: [NH2:8][C:9]1[CH:10]=[CH:11][C:12]([C@H:15]([N:19]([CH:21]([CH3:22])[CH3:23])[CH3:20])[C:16]([N:30]([CH3:31])[CH3:29])=[O:18])=[CH:13][CH:14]=1.